Regression. Given a peptide amino acid sequence and an MHC pseudo amino acid sequence, predict their binding affinity value. This is MHC class II binding data. From a dataset of Peptide-MHC class II binding affinity with 134,281 pairs from IEDB. (1) The peptide sequence is RTLIGQEKYTDYLTV. The MHC is HLA-DQA10501-DQB10302 with pseudo-sequence HLA-DQA10501-DQB10302. The binding affinity (normalized) is 0. (2) The peptide sequence is TFKNAHAKKPEVVVL. The MHC is DRB1_0701 with pseudo-sequence DRB1_0701. The binding affinity (normalized) is 0.398. (3) The peptide sequence is EHDLERGPPGPRRPP. The MHC is DRB1_1501 with pseudo-sequence DRB1_1501. The binding affinity (normalized) is 0. (4) The peptide sequence is INEPTAAAIKYGLDR. The MHC is HLA-DQA10401-DQB10402 with pseudo-sequence HLA-DQA10401-DQB10402. The binding affinity (normalized) is 0.264. (5) The peptide sequence is GKARTAWVDSGAQLG. The MHC is DRB1_0701 with pseudo-sequence DRB1_0701. The binding affinity (normalized) is 0.572. (6) The peptide sequence is EAVRHFPRPWLHGL. The MHC is DRB1_0802 with pseudo-sequence DRB1_0802. The binding affinity (normalized) is 0.550. (7) The peptide sequence is YESYKFIPALEAA. The MHC is HLA-DQA10301-DQB10302 with pseudo-sequence HLA-DQA10301-DQB10302. The binding affinity (normalized) is 0.545. (8) The peptide sequence is DTPYLDITYHFVMQRLPL. The MHC is DRB1_1101 with pseudo-sequence DRB1_1101. The binding affinity (normalized) is 0.541.